This data is from Full USPTO retrosynthesis dataset with 1.9M reactions from patents (1976-2016). The task is: Predict the reactants needed to synthesize the given product. Given the product [Cl:63][C:61]1[CH:62]=[C:57]([S:54]([N:50]2[CH2:51][CH2:52][CH2:53][C@H:49]2[C:48]([NH:47][C@@H:42]([CH2:41][NH:40][C:28]([N:15]2[CH2:16][CH2:17][CH:12]([CH2:11][N:3]3[C:4]4[CH:9]=[CH:8][N:7]=[CH:6][C:5]=4[N:10]=[C:2]3[CH3:1])[CH2:13][CH2:14]2)=[O:30])[C:43]([O:45][CH3:46])=[O:44])=[O:65])(=[O:55])=[O:56])[CH:58]=[C:59]([Cl:64])[CH:60]=1, predict the reactants needed to synthesize it. The reactants are: [CH3:1][C:2]1[N:3]([CH2:11][CH:12]2[CH2:17][CH2:16][NH:15][CH2:14][CH2:13]2)[C:4]2[CH:9]=[CH:8][N:7]=[CH:6][C:5]=2[N:10]=1.CCN(C(C)C)C(C)C.Cl[C:28](Cl)([O:30]C(=O)OC(Cl)(Cl)Cl)Cl.Cl.[NH2:40][CH2:41][C@H:42]([NH:47][C:48](=[O:65])[C@@H:49]1[CH2:53][CH2:52][CH2:51][N:50]1[S:54]([C:57]1[CH:62]=[C:61]([Cl:63])[CH:60]=[C:59]([Cl:64])[CH:58]=1)(=[O:56])=[O:55])[C:43]([O:45][CH3:46])=[O:44].C([O-])(O)=O.[Na+].